From a dataset of Peptide-MHC class I binding affinity with 185,985 pairs from IEDB/IMGT. Regression. Given a peptide amino acid sequence and an MHC pseudo amino acid sequence, predict their binding affinity value. This is MHC class I binding data. The MHC is HLA-A33:01 with pseudo-sequence HLA-A33:01. The binding affinity (normalized) is 0.374. The peptide sequence is KNSKFKNFR.